This data is from Reaction yield outcomes from USPTO patents with 853,638 reactions. The task is: Predict the reaction yield, written as a fraction of the theoretical maximum amount of product (1.0 means a 100% yield; for example, 0.34 means a 34% yield). The reactants are [CH:1]1([C:4]2[C:13]3[C:8](=[CH:9][CH:10]=[CH:11][CH:12]=3)[CH:7]=[N:6][C:5]=2[N:14]([CH2:29][C:30]2[CH:35]=[CH:34][C:33]([O:36][C:37]([F:40])([F:39])[F:38])=[CH:32][CH:31]=2)[S:15]([C:18]2[CH:27]=[CH:26][C:21]([C:22]([O:24]C)=[O:23])=[C:20]([CH3:28])[CH:19]=2)(=[O:17])=[O:16])[CH2:3][CH2:2]1.[OH-].[Na+]. The catalyst is C(O)C. The product is [CH:1]1([C:4]2[C:13]3[C:8](=[CH:9][CH:10]=[CH:11][CH:12]=3)[CH:7]=[N:6][C:5]=2[N:14]([CH2:29][C:30]2[CH:31]=[CH:32][C:33]([O:36][C:37]([F:39])([F:40])[F:38])=[CH:34][CH:35]=2)[S:15]([C:18]2[CH:27]=[CH:26][C:21]([C:22]([OH:24])=[O:23])=[C:20]([CH3:28])[CH:19]=2)(=[O:17])=[O:16])[CH2:3][CH2:2]1. The yield is 0.980.